The task is: Predict which catalyst facilitates the given reaction.. This data is from Catalyst prediction with 721,799 reactions and 888 catalyst types from USPTO. (1) Reactant: [N+:1]([C:4]1[CH:12]=[CH:11][CH:10]=[C:9]2[C:5]=1[C:6](=[O:27])[N:7]([C:14]1([F:26])[CH2:19][CH:18]([O:20]C(=O)C)[C:17](=[O:24])[NH:16][C:15]1=[O:25])[C:8]2=[O:13])([O-:3])=[O:2].C1(C)C=CC(S(O)(=O)=O)=CC=1. Product: [N+:1]([C:4]1[CH:12]=[CH:11][CH:10]=[C:9]2[C:5]=1[C:6](=[O:27])[N:7]([C:14]1([F:26])[CH2:19][CH:18]([OH:20])[C:17](=[O:24])[NH:16][C:15]1=[O:25])[C:8]2=[O:13])([O-:3])=[O:2]. The catalyst class is: 5. (2) Reactant: C[O:2][C:3]([C:5]1[CH:10]=[CH:9][CH:8]=[C:7]([N+:11]([O-])=O)[C:6]=1[CH:14](C(OC)=O)[C:15]([O:17]C)=O)=[O:4].CCCCCC.C(O)(=O)C. Product: [C:3]([C:5]1[CH:10]=[CH:9][CH:8]=[C:7]2[C:6]=1[CH2:14][C:15](=[O:17])[NH:11]2)([OH:2])=[O:4]. The catalyst class is: 33. (3) Reactant: C([Cu])#N.[CH3:4][Mg+].[Br-].[CH2:7]([O:11][CH2:12][C:13]1[CH:18]=[CH:17][CH:16]=[CH:15][CH:14]=1)[C@H:8]1[O:10][CH2:9]1. Product: [CH2:12]([O:11][CH2:7][C@@H:8]([OH:10])[CH2:9][CH3:4])[C:13]1[CH:18]=[CH:17][CH:16]=[CH:15][CH:14]=1. The catalyst class is: 1. (4) The catalyst class is: 20. Product: [CH3:20][O:19][C:3]1[CH:4]=[CH:5][C:6]2[O:10][C:9]([C:11]3[CH:16]=[CH:15][C:14]([O:17][CH3:18])=[CH:13][CH:12]=3)=[CH:8][C:7]=2[C:2]=1[CH3:21]. Reactant: Br[C:2]1[C:7]2[CH:8]=[C:9]([C:11]3[CH:16]=[CH:15][C:14]([O:17][CH3:18])=[CH:13][CH:12]=3)[O:10][C:6]=2[CH:5]=[CH:4][C:3]=1[O:19][CH3:20].[CH2:21]([Li])CCC.CN(CCN(C)C)C.IC.